This data is from Peptide-MHC class I binding affinity with 185,985 pairs from IEDB/IMGT. The task is: Regression. Given a peptide amino acid sequence and an MHC pseudo amino acid sequence, predict their binding affinity value. This is MHC class I binding data. (1) The peptide sequence is GQVQLKKPY. The MHC is HLA-B08:01 with pseudo-sequence HLA-B08:01. The binding affinity (normalized) is 0.0847. (2) The peptide sequence is KTVAGSFAS. The MHC is HLA-A02:01 with pseudo-sequence HLA-A02:01. The binding affinity (normalized) is 0.203.